This data is from Catalyst prediction with 721,799 reactions and 888 catalyst types from USPTO. The task is: Predict which catalyst facilitates the given reaction. (1) Reactant: Br[Si](C)(C)C.C[O:7][P:8]([CH2:12][P:13]([CH2:18][CH2:19][CH2:20][CH2:21][CH2:22][CH2:23][CH2:24][CH2:25][CH2:26][CH:27]=[CH2:28])([O:15]CC)=[O:14])(=[O:11])[O:9]C.C(N(CCCC)CCCC)CCC.[Na+:42].[I-].CC(C)=O. Product: [Na+:42].[Na+:42].[Na+:42].[CH2:18]([P:13]([CH2:12][P:8](=[O:7])([O-:11])[O-:9])([OH:15])=[O:14])[CH2:19][CH2:20][CH2:21][CH2:22][CH2:23][CH2:24][CH2:25][CH2:26][CH:27]=[CH2:28]. The catalyst class is: 5. (2) Reactant: Cl[C:2]1[C:11]2[C:6](=[CH:7][C:8]([O:14][CH2:15][C:16]3([C:19]([O:21][CH3:22])=[O:20])[CH2:18][CH2:17]3)=[C:9]([O:12][CH3:13])[CH:10]=2)[N:5]=[CH:4][CH:3]=1.[F:23][C:24]1[CH:29]=[C:28]([N+:30]([O-:32])=[O:31])[CH:27]=[CH:26][C:25]=1[OH:33]. Product: [F:23][C:24]1[CH:29]=[C:28]([N+:30]([O-:32])=[O:31])[CH:27]=[CH:26][C:25]=1[O:33][C:2]1[C:11]2[C:6](=[CH:7][C:8]([O:14][CH2:15][C:16]3([C:19]([O:21][CH3:22])=[O:20])[CH2:18][CH2:17]3)=[C:9]([O:12][CH3:13])[CH:10]=2)[N:5]=[CH:4][CH:3]=1. The catalyst class is: 17.